Dataset: Full USPTO retrosynthesis dataset with 1.9M reactions from patents (1976-2016). Task: Predict the reactants needed to synthesize the given product. (1) Given the product [OH:38][CH2:39][CH2:40][O:1][C:2]1[CH:11]=[C:10]2[C:5]([C:6]([O:12][C:13]3[CH:14]=[CH:15][C:16]([NH:19][C:20]([C:22]4[C:23](=[O:35])[N:24]([C:29]5[CH:30]=[CH:31][CH:32]=[CH:33][CH:34]=5)[N:25]([CH3:28])[C:26]=4[CH3:27])=[O:21])=[CH:17][CH:18]=3)=[CH:7][CH:8]=[N:9]2)=[CH:4][C:3]=1[O:36][CH3:37], predict the reactants needed to synthesize it. The reactants are: [OH:1][C:2]1[CH:11]=[C:10]2[C:5]([C:6]([O:12][C:13]3[CH:18]=[CH:17][C:16]([NH:19][C:20]([C:22]4[C:23](=[O:35])[N:24]([C:29]5[CH:34]=[CH:33][CH:32]=[CH:31][CH:30]=5)[N:25]([CH3:28])[C:26]=4[CH3:27])=[O:21])=[CH:15][CH:14]=3)=[CH:7][CH:8]=[N:9]2)=[CH:4][C:3]=1[O:36][CH3:37].[O:38]1[CH2:40][CH2:39]1.C([O-])([O-])=O.[K+].[K+]. (2) Given the product [CH3:3][O:5][C:6](=[O:33])[CH2:7][C:13]1[CH:14]=[C:15]2[C:20](=[CH:21][CH:22]=1)[N:19]=[CH:18][N:17]([CH2:23][C:24]1[CH:25]=[CH:26][C:27]([O:30][CH3:31])=[CH:28][CH:29]=1)[C:16]2=[O:32], predict the reactants needed to synthesize it. The reactants are: [OH-].[Na+].[CH2:3]([O:5][C:6](=[O:33])[CH:7]([C:13]1[CH:14]=[C:15]2[C:20](=[CH:21][CH:22]=1)[N:19]=[CH:18][N:17]([CH2:23][C:24]1[CH:29]=[CH:28][C:27]([O:30][CH3:31])=[CH:26][CH:25]=1)[C:16]2=[O:32])C(OCC)=O)C. (3) Given the product [CH3:19][O:18][C:13]1[CH:14]=[CH:15][CH:16]=[CH:17][C:12]=1[C:4]1[N:3]=[C:2]([NH:29][C@@H:27]2[CH2:26][N:25]([C:30]([O:32][C:33]([CH3:34])([CH3:35])[CH3:36])=[O:31])[C@@H:24]([C:22]([O:21][CH3:20])=[O:23])[CH2:28]2)[C:11]2[C:6](=[CH:7][CH:8]=[CH:9][CH:10]=2)[N:5]=1, predict the reactants needed to synthesize it. The reactants are: Cl[C:2]1[C:11]2[C:6](=[CH:7][CH:8]=[CH:9][CH:10]=2)[N:5]=[C:4]([C:12]2[CH:17]=[CH:16][CH:15]=[CH:14][C:13]=2[O:18][CH3:19])[N:3]=1.[CH3:20][O:21][C:22]([C@H:24]1[CH2:28][C@H:27]([NH2:29])[CH2:26][N:25]1[C:30]([O:32][C:33]([CH3:36])([CH3:35])[CH3:34])=[O:31])=[O:23].C(N(CC)CC)C. (4) Given the product [Br:1][C:2]1[C:10]([CH3:11])=[CH:9][CH:8]=[CH:7][C:3]=1[CH2:4][C:5]([OH:13])=[O:17], predict the reactants needed to synthesize it. The reactants are: [Br:1][C:2]1[C:10]([CH3:11])=[CH:9][CH:8]=[CH:7][C:3]=1[CH2:4][C:5]#N.S(=O)(=O)(O)[OH:13].[OH2:17]. (5) The reactants are: [Br:1][C:2]1[CH:3]=[C:4]([C:9]2[C:21]([F:22])=[CH:20][C:12]([C:13]([NH:15][S:16]([CH3:19])(=[O:18])=[O:17])=[O:14])=[C:11]([F:23])[CH:10]=2)[CH:5]=[N:6][C:7]=1F.[CH3:24][CH:25]([CH3:28])[CH2:26][OH:27].C(=O)([O-])[O-].[Cs+].[Cs+]. Given the product [Br:1][C:2]1[CH:3]=[C:4]([C:9]2[C:21]([F:22])=[CH:20][C:12]([C:13]([NH:15][S:16]([CH3:19])(=[O:18])=[O:17])=[O:14])=[C:11]([F:23])[CH:10]=2)[CH:5]=[N:6][C:7]=1[O:27][CH2:26][CH:25]([CH3:28])[CH3:24], predict the reactants needed to synthesize it. (6) Given the product [ClH:22].[OH:1][C:2]1[CH:7]=[C:6]([OH:8])[CH:5]=[CH:4][C:3]=1[CH:9]1[CH2:10][CH2:11][NH2+:12][CH2:13][CH2:14]1, predict the reactants needed to synthesize it. The reactants are: [OH:1][C:2]1[CH:7]=[C:6]([OH:8])[CH:5]=[CH:4][C:3]=1[CH:9]1[CH2:14][CH2:13][N:12](C(OC(C)(C)C)=O)[CH2:11][CH2:10]1.[ClH:22]. (7) Given the product [CH3:1][O:2][C:3]1[CH:8]=[CH:7][C:6]([O:12][C:13]2[CH:14]=[C:15]([CH:30]=[CH:31][CH:32]=2)[CH:16]=[C:17]2[CH2:18][CH2:19][N:20]([C:23]([O:25][C:26]([CH3:29])([CH3:27])[CH3:28])=[O:24])[CH2:21][CH2:22]2)=[CH:5][CH:4]=1, predict the reactants needed to synthesize it. The reactants are: [CH3:1][O:2][C:3]1[CH:8]=[CH:7][C:6](B(O)O)=[CH:5][CH:4]=1.[OH:12][C:13]1[CH:14]=[C:15]([CH:30]=[CH:31][CH:32]=1)[CH:16]=[C:17]1[CH2:22][CH2:21][N:20]([C:23]([O:25][C:26]([CH3:29])([CH3:28])[CH3:27])=[O:24])[CH2:19][CH2:18]1.C(N(CC)CC)C. (8) Given the product [CH3:23][C:13]1[C:14]([CH:18]=[O:19])=[N:15][C:16]2[C:11]([CH:12]=1)=[CH:10][C:9]1[CH2:20][C@@:6]3([CH2:7][C:8]=1[CH:17]=2)[C:5](=[O:21])[NH:4][C:3](=[O:22])[N:2]3[CH3:1], predict the reactants needed to synthesize it. The reactants are: [CH3:1][N:2]1[C@@:6]2([CH2:20][C:9]3[CH:10]=[C:11]4[C:16](=[CH:17][C:8]=3[CH2:7]2)[N:15]=[C:14]([CH:18]=[O:19])[CH:13]=[CH:12]4)[C:5](=[O:21])[NH:4][C:3]1=[O:22].[CH3:23]/C=C(/C=O)\C.